This data is from Buchwald-Hartwig C-N cross coupling reaction yields with 55,370 reactions. The task is: Predict the reaction yield, written as a fraction of the theoretical maximum amount of product (1.0 means a 100% yield; for example, 0.34 means a 34% yield). (1) The reactants are Ic1ccccn1.Cc1ccc(N)cc1.O=S(=O)(O[Pd]1c2ccccc2-c2ccccc2N~1)C(F)(F)F.CC(C)c1cc(C(C)C)c(-c2ccccc2P(C2CCCCC2)C2CCCCC2)c(C(C)C)c1.CCN=P(N=P(N(C)C)(N(C)C)N(C)C)(N(C)C)N(C)C.Cc1ccno1. No catalyst specified. The product is Cc1ccc(Nc2ccccn2)cc1. The yield is 0.195. (2) The reactants are Clc1cccnc1.Cc1ccc(N)cc1.O=S(=O)(O[Pd]1c2ccccc2-c2ccccc2N~1)C(F)(F)F.COc1ccc(OC)c(P(C(C)(C)C)C(C)(C)C)c1-c1c(C(C)C)cc(C(C)C)cc1C(C)C.CN1CCCN2CCCN=C12.Fc1cccc(F)c1-c1ccno1. No catalyst specified. The product is Cc1ccc(Nc2cccnc2)cc1. The yield is 0.0202.